This data is from Full USPTO retrosynthesis dataset with 1.9M reactions from patents (1976-2016). The task is: Predict the reactants needed to synthesize the given product. Given the product [CH3:20][CH:19]([NH:10][C:9]1[CH:8]=[C:7]([C:11]2[CH:16]=[CH:15][CH:14]=[CH:13][CH:12]=2)[S:6][C:5]=1[C:3]([O:2][CH3:1])=[O:4])[CH3:21], predict the reactants needed to synthesize it. The reactants are: [CH3:1][O:2][C:3]([C:5]1[S:6][C:7]([C:11]2[CH:16]=[CH:15][CH:14]=[CH:13][CH:12]=2)=[CH:8][C:9]=1[NH2:10])=[O:4].CO[C:19]([CH3:21])=[CH2:20].C(O)(=O)C.C(O[BH-](OC(=O)C)OC(=O)C)(=O)C.[Na+].C(=O)(O)[O-].[Na+].